From a dataset of Forward reaction prediction with 1.9M reactions from USPTO patents (1976-2016). Predict the product of the given reaction. (1) Given the reactants [CH2:1]([N:8]([CH2:10][CH:11]1[CH:16]2[CH2:17][CH:13]([CH2:14][CH2:15]2)[C:12]1([C:19]1[S:23][C:22]2[CH:24]=[C:25]([F:28])[CH:26]=[CH:27][C:21]=2[CH:20]=1)[OH:18])C)C1C=CC=CC=1.C1COCC1, predict the reaction product. The product is: [F:28][C:25]1[CH:26]=[CH:27][C:21]2[CH:20]=[C:19]([C:12]3([OH:18])[CH:11]([CH2:10][NH:8][CH3:1])[CH:16]4[CH2:17][CH:13]3[CH2:14][CH2:15]4)[S:23][C:22]=2[CH:24]=1. (2) Given the reactants [Br:1][C:2]1[CH:7]=[CH:6][C:5]([CH:8]([CH3:14])[C:9](OCC)=[O:10])=[CH:4][CH:3]=1.[H-].C([Al+]CC(C)C)C(C)C, predict the reaction product. The product is: [Br:1][C:2]1[CH:3]=[CH:4][C:5]([CH:8]([CH3:14])[CH2:9][OH:10])=[CH:6][CH:7]=1. (3) The product is: [O:8]=[C:7]1[C@@H:6]([NH:10][C:11](=[O:12])[O:13][C:14]([CH3:17])([CH3:16])[CH3:15])[CH2:5][O:4][C:3]2[CH:18]=[CH:19][CH:20]=[CH:21][C:2]=2[NH:1]1. Given the reactants [NH2:1][C:2]1[CH:21]=[CH:20][CH:19]=[CH:18][C:3]=1[O:4][CH2:5][C@H:6]([NH:10][C:11]([O:13][C:14]([CH3:17])([CH3:16])[CH3:15])=[O:12])[C:7](O)=[O:8].Cl.CN(C)CCCN=C=NCC.O, predict the reaction product. (4) Given the reactants [CH:1](=O)[C:2]1[CH:12]=[C:9]([O:10][CH3:11])[C:7]([OH:8])=[C:4]([O:5][CH3:6])[CH:3]=1.[NH2:14][CH2:15][CH2:16][SH:17].Cl.C([O-])(=O)C.[Na+], predict the reaction product. The product is: [CH3:11][O:10][C:9]1[CH:12]=[C:2]([CH:1]2[NH:14][CH2:15][CH2:16][S:17]2)[CH:3]=[C:4]([O:5][CH3:6])[C:7]=1[OH:8]. (5) Given the reactants C[O:2][C:3]([CH:5]1[CH2:9][N:8]([S:10]([C:13]2[CH:18]=[CH:17][CH:16]=[CH:15][CH:14]=2)(=[O:12])=[O:11])[C:7](=[O:19])[N:6]1[C:20]1[CH:25]=[CH:24][CH:23]=[CH:22][C:21]=1[Cl:26])=[O:4].[OH-].[Na+], predict the reaction product. The product is: [C:13]1([S:10]([N:8]2[CH2:9][CH:5]([C:3]([OH:4])=[O:2])[N:6]([C:20]3[CH:25]=[CH:24][CH:23]=[CH:22][C:21]=3[Cl:26])[C:7]2=[O:19])(=[O:11])=[O:12])[CH:14]=[CH:15][CH:16]=[CH:17][CH:18]=1. (6) Given the reactants [F:1][C:2]([F:7])([F:6])[C:3](O)=O.[Cl:8][C:9]1[CH:14]=[CH:13][C:12]([C:15]2([C:39]#[N:40])[CH:19]([CH2:20][C:21]([CH3:24])([CH3:23])[CH3:22])[NH:18][CH:17]([C:25](O)=[O:26])[CH:16]2[C:28]2[CH:33]=[CH:32][C:31](C(F)(F)F)=[C:30]([Cl:38])[CH:29]=2)=C(F)[CH:10]=1.CC1(C)[O:47][C@@H:46]([CH2:48][CH2:49][NH2:50])[CH2:45][O:44]1.CN(C(ON1N=NC2C=CC=NC1=2)=[N+](C)C)C.[F:69][P-](F)(F)(F)(F)F.CCN(C(C)C)C(C)C.Cl, predict the reaction product. The product is: [OH:47][C@H:46]([CH2:45][OH:44])[CH2:48][CH2:49][NH:50][C:25]([CH:17]1[CH:16]([C:28]2[CH:33]=[CH:32][C:31]([F:69])=[C:30]([Cl:38])[CH:29]=2)[C:15]([C:12]2[CH:13]=[CH:14][C:9]([Cl:8])=[CH:10][C:3]=2[C:2]([F:7])([F:6])[F:1])([C:39]#[N:40])[CH:19]([CH2:20][C:21]([CH3:23])([CH3:24])[CH3:22])[NH:18]1)=[O:26]. (7) Given the reactants [CH2:1]([CH:3]1[N:12]2[C:7](=[CH:8][C:9](=[O:18])[C:10]([C:13]([O:15][CH2:16][CH3:17])=[O:14])=[CH:11]2)[C:6]2[CH:19]=[C:20]([O:24][CH3:25])[C:21]([OH:23])=[CH:22][C:5]=2[CH2:4]1)[CH3:2].Br[CH2:27][CH3:28].C([O-])([O-])=O.[K+].[K+], predict the reaction product. The product is: [CH2:27]([O:23][C:21]1[C:20]([O:24][CH3:25])=[CH:19][C:6]2[C:7]3[N:12]([CH:3]([CH2:1][CH3:2])[CH2:4][C:5]=2[CH:22]=1)[CH:11]=[C:10]([C:13]([O:15][CH2:16][CH3:17])=[O:14])[C:9](=[O:18])[CH:8]=3)[CH3:28]. (8) Given the reactants [CH2:1]([CH:4]1[C:8](=O)[CH2:7][CH:6]([CH2:10][CH2:11][NH:12][C:13](=[O:19])[O:14][C:15]([CH3:18])([CH3:17])[CH3:16])[CH2:5]1)[CH:2]=[CH2:3].[C:20]([O-:23])(=O)[CH3:21].[NH4+:24].[C:25]([N+:29]#[C-])([CH3:28])([CH3:27])[CH3:26].FC(F)(F)[CH2:33][OH:34], predict the reaction product. The product is: [C:20]([NH:24][C@:8]1([C:33](=[O:34])[NH:29][C:25]([CH3:28])([CH3:27])[CH3:26])[CH:4]([CH2:1][CH:2]=[CH2:3])[CH2:5][C@H:6]([CH2:10][CH2:11][NH:12][C:13](=[O:19])[O:14][C:15]([CH3:18])([CH3:17])[CH3:16])[CH2:7]1)(=[O:23])[CH3:21].